Dataset: Forward reaction prediction with 1.9M reactions from USPTO patents (1976-2016). Task: Predict the product of the given reaction. (1) The product is: [C:1](=[O:5])([O:3][CH3:4])[NH2:2].[S-:6][C:7]#[N:8].[Na+:9]. Given the reactants [C:1](=[O:5])([O:3][CH3:4])[NH2:2].[S-:6][C:7]#[N:8].[Na+:9], predict the reaction product. (2) The product is: [Cl:6][C:7]1[CH:8]=[C:9]([CH:13]=[C:14]([S:2]([Cl:1])(=[O:5])=[O:3])[C:15]=1[OH:16])[C:10]([OH:12])=[O:11]. Given the reactants [Cl:1][S:2]([OH:5])(=O)=[O:3].[Cl:6][C:7]1[CH:8]=[C:9]([CH:13]=[CH:14][C:15]=1[OH:16])[C:10]([OH:12])=[O:11], predict the reaction product. (3) Given the reactants [C:1]([NH:4][C:5]([NH2:7])=[NH:6])(=[O:3])[CH3:2].Cl[CH2:9][C:10](=O)[CH3:11], predict the reaction product. The product is: [CH3:11][C:10]1[N:6]=[C:5]([NH:4][C:1](=[O:3])[CH3:2])[NH:7][CH:9]=1. (4) Given the reactants [Cl:1][C:2]1[N:7]=[C:6]([N:8]2[CH2:13][CH2:12][O:11][CH2:10][CH:9]2[C:14]([NH:16][CH:17]2[CH2:19][CH2:18]2)=[O:15])[C:5](F)=[CH:4][N:3]=1.CN(C=O)C.C([O-])([O-])=O.[Cs+].[Cs+], predict the reaction product. The product is: [Cl:1][C:2]1[N:3]=[CH:4][C:5]2[N:16]([CH:17]3[CH2:19][CH2:18]3)[C:14](=[O:15])[CH:9]3[CH2:10][O:11][CH2:12][CH2:13][N:8]3[C:6]=2[N:7]=1. (5) Given the reactants [CH2:1]([CH:8]1[C:14](=[O:15])[C:13](=[N:16]O)[CH:12]2[CH2:18][CH:9]1[CH2:10][CH2:11]2)[C:2]1[CH:7]=[CH:6][CH:5]=[CH:4][N:3]=1.[ClH:19].[H][H], predict the reaction product. The product is: [ClH:19].[NH2:16][CH:13]1[CH:12]2[CH2:18][CH:9]([CH2:10][CH2:11]2)[CH:8]([CH2:1][C:2]2[CH:7]=[CH:6][CH:5]=[CH:4][N:3]=2)[C:14]1=[O:15]. (6) Given the reactants [CH2:1]([O:8][C:9](=[O:23])[C@@H:10]([NH:15][C:16]([O:18][C:19]([CH3:22])([CH3:21])[CH3:20])=[O:17])[CH2:11][CH2:12][CH2:13][OH:14])[C:2]1[CH:7]=[CH:6][CH:5]=[CH:4][CH:3]=1.[CH3:24][C:25]([Si:28](Cl)([C:35]1[CH:40]=[CH:39][CH:38]=[CH:37][CH:36]=1)[C:29]1[CH:34]=[CH:33][CH:32]=[CH:31][CH:30]=1)([CH3:27])[CH3:26].C(N(CC)CC)C, predict the reaction product. The product is: [CH2:1]([O:8][C:9](=[O:23])[C@@H:10]([NH:15][C:16]([O:18][C:19]([CH3:20])([CH3:22])[CH3:21])=[O:17])[CH2:11][CH2:12][CH2:13][O:14][Si:28]([C:25]([CH3:27])([CH3:26])[CH3:24])([C:35]1[CH:36]=[CH:37][CH:38]=[CH:39][CH:40]=1)[C:29]1[CH:34]=[CH:33][CH:32]=[CH:31][CH:30]=1)[C:2]1[CH:7]=[CH:6][CH:5]=[CH:4][CH:3]=1. (7) Given the reactants [Br:1][C:2]1[CH:7]=[CH:6][C:5]([C:8]2[N:13]=[CH:12][C:11]([OH:14])=[CH:10][N:9]=2)=[CH:4][CH:3]=1.[C:15]([N:22]1[CH2:27][CH2:26][CH:25]([CH2:28]O)[CH2:24][CH2:23]1)([O:17][C:18]([CH3:21])([CH3:20])[CH3:19])=[O:16].C1C=CC(P(C2C=CC=CC=2)C2C=CC=CC=2)=CC=1.N(C(OC(C)C)=O)=NC(OC(C)C)=O, predict the reaction product. The product is: [Br:1][C:2]1[CH:3]=[CH:4][C:5]([C:8]2[N:9]=[CH:10][C:11]([O:14][CH2:28][CH:25]3[CH2:26][CH2:27][N:22]([C:15]([O:17][C:18]([CH3:19])([CH3:21])[CH3:20])=[O:16])[CH2:23][CH2:24]3)=[CH:12][N:13]=2)=[CH:6][CH:7]=1. (8) The product is: [C:1]([O:5][C:6]([N:8]([C:27]([O:29][C:30]([CH3:33])([CH3:32])[CH3:31])=[O:26])[C@H:9]1[C@H:14]([OH:15])[CH2:13][CH2:12][N:11]([C:16]([O:18][CH2:19][C:20]2[CH:25]=[CH:24][CH:23]=[CH:22][CH:21]=2)=[O:17])[CH2:10]1)=[O:7])([CH3:4])([CH3:2])[CH3:3]. Given the reactants [C:1]([O:5][C:6]([NH:8][C@H:9]1[C@H:14]([OH:15])[CH2:13][CH2:12][N:11]([C:16]([O:18][CH2:19][C:20]2[CH:25]=[CH:24][CH:23]=[CH:22][CH:21]=2)=[O:17])[CH2:10]1)=[O:7])([CH3:4])([CH3:3])[CH3:2].[O:26](C(OC(C)(C)C)=O)[C:27]([O:29][C:30]([CH3:33])([CH3:32])[CH3:31])=O.C(N(CC)CC)C, predict the reaction product. (9) Given the reactants Cl[C:2]1[N:3]=[C:4]([N:12]2[CH2:17][CH2:16][O:15][CH2:14][CH2:13]2)[C:5]2[S:10][C:9]([Cl:11])=[CH:8][C:6]=2[N:7]=1.CC1(C)C(C)(C)OB([C:26]2[CH:34]=[CH:33][CH:32]=[C:31]3[C:27]=2[CH:28]=[N:29][NH:30]3)O1, predict the reaction product. The product is: [Cl:11][C:9]1[S:10][C:5]2[C:4]([N:12]3[CH2:17][CH2:16][O:15][CH2:14][CH2:13]3)=[N:3][C:2]([C:26]3[CH:34]=[CH:33][CH:32]=[C:31]4[C:27]=3[CH:28]=[N:29][NH:30]4)=[N:7][C:6]=2[CH:8]=1.